From a dataset of NCI-60 drug combinations with 297,098 pairs across 59 cell lines. Regression. Given two drug SMILES strings and cell line genomic features, predict the synergy score measuring deviation from expected non-interaction effect. (1) Drug 1: CC12CCC3C(C1CCC2=O)CC(=C)C4=CC(=O)C=CC34C. Drug 2: CCN(CC)CCCC(C)NC1=C2C=C(C=CC2=NC3=C1C=CC(=C3)Cl)OC. Cell line: UACC62. Synergy scores: CSS=45.5, Synergy_ZIP=-0.704, Synergy_Bliss=0.523, Synergy_Loewe=0.246, Synergy_HSA=1.13. (2) Drug 1: CN(CC1=CN=C2C(=N1)C(=NC(=N2)N)N)C3=CC=C(C=C3)C(=O)NC(CCC(=O)O)C(=O)O. Drug 2: CCC1(C2=C(COC1=O)C(=O)N3CC4=CC5=C(C=CC(=C5CN(C)C)O)N=C4C3=C2)O.Cl. Cell line: RXF 393. Synergy scores: CSS=12.0, Synergy_ZIP=-4.37, Synergy_Bliss=-6.71, Synergy_Loewe=-11.5, Synergy_HSA=-6.13. (3) Drug 1: C1=NC2=C(N1)C(=S)N=CN2. Drug 2: CC1=C(C(=O)C2=C(C1=O)N3CC4C(C3(C2COC(=O)N)OC)N4)N. Cell line: SK-MEL-28. Synergy scores: CSS=25.5, Synergy_ZIP=-6.97, Synergy_Bliss=-1.99, Synergy_Loewe=-2.23, Synergy_HSA=1.32. (4) Drug 2: C1=NNC2=C1C(=O)NC=N2. Drug 1: CC1=C2C(C(=O)C3(C(CC4C(C3C(C(C2(C)C)(CC1OC(=O)C(C(C5=CC=CC=C5)NC(=O)OC(C)(C)C)O)O)OC(=O)C6=CC=CC=C6)(CO4)OC(=O)C)OC)C)OC. Cell line: MDA-MB-231. Synergy scores: CSS=26.1, Synergy_ZIP=-3.12, Synergy_Bliss=-8.32, Synergy_Loewe=-34.1, Synergy_HSA=-10.6. (5) Drug 1: C1CC(=O)NC(=O)C1N2CC3=C(C2=O)C=CC=C3N. Drug 2: CCN(CC)CCCC(C)NC1=C2C=C(C=CC2=NC3=C1C=CC(=C3)Cl)OC. Cell line: SF-295. Synergy scores: CSS=20.0, Synergy_ZIP=-4.87, Synergy_Bliss=2.60, Synergy_Loewe=3.46, Synergy_HSA=3.52. (6) Cell line: IGROV1. Drug 2: CC1C(C(CC(O1)OC2CC(CC3=C2C(=C4C(=C3O)C(=O)C5=C(C4=O)C(=CC=C5)OC)O)(C(=O)CO)O)N)O.Cl. Synergy scores: CSS=33.2, Synergy_ZIP=-10.3, Synergy_Bliss=-14.4, Synergy_Loewe=-10.4, Synergy_HSA=-9.10. Drug 1: COC1=CC(=CC(=C1O)OC)C2C3C(COC3=O)C(C4=CC5=C(C=C24)OCO5)OC6C(C(C7C(O6)COC(O7)C8=CC=CS8)O)O. (7) Drug 1: C1=CC(=CC=C1C#N)C(C2=CC=C(C=C2)C#N)N3C=NC=N3. Drug 2: C1=CC=C(C(=C1)C(C2=CC=C(C=C2)Cl)C(Cl)Cl)Cl. Cell line: NCI-H226. Synergy scores: CSS=1.75, Synergy_ZIP=-1.19, Synergy_Bliss=-0.411, Synergy_Loewe=-0.639, Synergy_HSA=-0.875. (8) Drug 2: COCCOC1=C(C=C2C(=C1)C(=NC=N2)NC3=CC=CC(=C3)C#C)OCCOC.Cl. Drug 1: CCCCC(=O)OCC(=O)C1(CC(C2=C(C1)C(=C3C(=C2O)C(=O)C4=C(C3=O)C=CC=C4OC)O)OC5CC(C(C(O5)C)O)NC(=O)C(F)(F)F)O. Synergy scores: CSS=46.8, Synergy_ZIP=8.07, Synergy_Bliss=11.3, Synergy_Loewe=4.16, Synergy_HSA=5.24. Cell line: LOX IMVI. (9) Drug 1: C1CN1P(=S)(N2CC2)N3CC3. Drug 2: C1=NC2=C(N1)C(=S)N=CN2. Cell line: SF-539. Synergy scores: CSS=34.2, Synergy_ZIP=-14.7, Synergy_Bliss=-4.87, Synergy_Loewe=-17.9, Synergy_HSA=-1.68.